From a dataset of Reaction yield outcomes from USPTO patents with 853,638 reactions. Predict the reaction yield, written as a fraction of the theoretical maximum amount of product (1.0 means a 100% yield; for example, 0.34 means a 34% yield). (1) The reactants are [CH2:1]1[CH2:11][CH2:10][N:9]2[C:4](=N[CH2:6][CH2:7][CH2:8]2)[CH2:3][CH2:2]1.C[Si]([C:16]#[N:17])(C)C. The catalyst is C1COCC1. The product is [C:4]1([C:16]#[N:17])[C:3]2[C:6](=[CH:10][CH:11]=[CH:1][CH:2]=2)[CH:7]=[CH:8][N:9]=1. The yield is 0.400. (2) The reactants are [NH2:1][C:2]1[CH:7]=[CH:6][C:5]([C:8]2[CH:13]=[CH:12][C:11]([CH:14]([N:22]([CH3:39])[C:23](=[O:38])[CH2:24][N:25]3[C:30]4[CH:31]=[C:32]([Cl:36])[C:33]([Cl:35])=[CH:34][C:29]=4[O:28][CH2:27][C:26]3=[O:37])[CH2:15][N:16]3[CH2:21][CH2:20][O:19][CH2:18][CH2:17]3)=[CH:10][CH:9]=2)=[CH:4][CH:3]=1.[CH2:40]([S:42](Cl)(=[O:44])=[O:43])[CH3:41].C(N(CC)CC)C. The catalyst is ClCCl. The product is [Cl:36][C:32]1[C:33]([Cl:35])=[CH:34][C:29]2[O:28][CH2:27][C:26](=[O:37])[N:25]([CH2:24][C:23]([N:22]([CH:14]([C:11]3[CH:12]=[CH:13][C:8]([C:5]4[CH:4]=[CH:3][C:2]([NH:1][S:42]([CH2:40][CH3:41])(=[O:44])=[O:43])=[CH:7][CH:6]=4)=[CH:9][CH:10]=3)[CH2:15][N:16]3[CH2:17][CH2:18][O:19][CH2:20][CH2:21]3)[CH3:39])=[O:38])[C:30]=2[CH:31]=1. The yield is 0.230. (3) The reactants are Cl[C:2]1[C:11]2[C:6](=[CH:7][CH:8]=[CH:9][CH:10]=2)[CH:5]=[C:4]([C:12]2[CH:17]=[CH:16][CH:15]=[CH:14][C:13]=2[C:18]([F:21])([F:20])[F:19])[N:3]=1.[NH:22]1[C:30]2[C:25](=[CH:26][CH:27]=[CH:28][CH:29]=2)[C:24]([NH2:31])=[N:23]1. The catalyst is C(O)C. The product is [NH:22]1[C:30]2[C:25](=[CH:26][CH:27]=[CH:28][CH:29]=2)[C:24]([NH:31][C:2]2[C:11]3[C:6](=[CH:7][CH:8]=[CH:9][CH:10]=3)[CH:5]=[C:4]([C:12]3[CH:17]=[CH:16][CH:15]=[CH:14][C:13]=3[C:18]([F:21])([F:20])[F:19])[N:3]=2)=[N:23]1. The yield is 0.270. (4) The reactants are [CH3:1][O:2][CH2:3][C:4]([CH3:9])([CH3:8])[C:5]([OH:7])=O.[CH3:10][O:11][NH:12][CH3:13].Cl.C([O-])([O-])=O.[K+].[K+]. The catalyst is S(Cl)(Cl)=O. The product is [CH3:1][O:2][CH2:3][C:4]([CH3:9])([CH3:8])[C:5]([N:12]([O:11][CH3:10])[CH3:13])=[O:7]. The yield is 0.200. (5) The reactants are Br[C:2]1[CH:9]=[CH:8][C:7]([O:10][CH3:11])=[CH:6][C:3]=1[CH:4]=[O:5].[CH3:12]B1OB(C)OB(C)O1.C(=O)([O-])[O-].[K+].[K+]. The catalyst is O1CCOCC1.C1C=CC([P]([Pd]([P](C2C=CC=CC=2)(C2C=CC=CC=2)C2C=CC=CC=2)([P](C2C=CC=CC=2)(C2C=CC=CC=2)C2C=CC=CC=2)[P](C2C=CC=CC=2)(C2C=CC=CC=2)C2C=CC=CC=2)(C2C=CC=CC=2)C2C=CC=CC=2)=CC=1. The product is [CH3:11][O:10][C:7]1[CH:8]=[CH:9][C:2]([CH3:12])=[C:3]([CH:6]=1)[CH:4]=[O:5]. The yield is 0.920. (6) The reactants are Br[C:2]1[CH:3]=[C:4]([NH:10][C:11]2[CH:16]=[CH:15][C:14]([N:17]3[CH:22]4[CH2:23][CH2:24][CH:18]3[CH2:19][N:20]([CH:25]3[CH2:28][O:27][CH2:26]3)[CH2:21]4)=[CH:13][N:12]=2)[C:5](=[O:9])[N:6]([CH3:8])[CH:7]=1.[C:29]([O:32][CH2:33][C:34]1[C:35]([N:43]2[CH2:55][CH2:54][N:46]3[C:47]4[CH2:48][CH2:49][CH2:50][CH2:51][C:52]=4[CH:53]=[C:45]3[C:44]2=[O:56])=[N:36][CH:37]=[CH:38][C:39]=1B(O)O)(=[O:31])[CH3:30].[O-]P([O-])([O-])=O.[K+].[K+].[K+].C([O-])(=O)C.[Na+]. The product is [C:29]([O:32][CH2:33][C:34]1[C:35]([N:43]2[CH2:55][CH2:54][N:46]3[C:47]4[CH2:48][CH2:49][CH2:50][CH2:51][C:52]=4[CH:53]=[C:45]3[C:44]2=[O:56])=[N:36][CH:37]=[CH:38][C:39]=1[C:2]1[CH:3]=[C:4]([NH:10][C:11]2[CH:16]=[CH:15][C:14]([N:17]3[CH:22]4[CH2:23][CH2:24][CH:18]3[CH2:19][N:20]([CH:25]3[CH2:28][O:27][CH2:26]3)[CH2:21]4)=[CH:13][N:12]=2)[C:5](=[O:9])[N:6]([CH3:8])[CH:7]=1)(=[O:31])[CH3:30]. The yield is 0.420. The catalyst is O.C1C=CC(P(C2C=CC=CC=2)[C-]2C=CC=C2)=CC=1.C1C=CC(P(C2C=CC=CC=2)[C-]2C=CC=C2)=CC=1.Cl[Pd]Cl.[Fe+2].C(#N)C.